Dataset: Reaction yield outcomes from USPTO patents with 853,638 reactions. Task: Predict the reaction yield, written as a fraction of the theoretical maximum amount of product (1.0 means a 100% yield; for example, 0.34 means a 34% yield). (1) The reactants are C([O:3][C:4](=[O:38])[CH2:5][N:6]([S:32]([N:35]([CH3:37])[CH3:36])(=[O:34])=[O:33])[CH2:7][C:8]1[CH:13]=[CH:12][CH:11]=[C:10]([O:14][CH2:15][C:16]2[N:17]=[C:18]([C:22]3[CH:27]=[CH:26][C:25]([C:28]([F:31])([F:30])[F:29])=[CH:24][CH:23]=3)[O:19][C:20]=2[CH3:21])[CH:9]=1)C.O.[OH-].[Li+]. No catalyst specified. The product is [CH3:36][N:35]([S:32]([N:6]([CH2:5][C:4]([OH:38])=[O:3])[CH2:7][C:8]1[CH:13]=[CH:12][CH:11]=[C:10]([O:14][CH2:15][C:16]2[N:17]=[C:18]([C:22]3[CH:23]=[CH:24][C:25]([C:28]([F:29])([F:30])[F:31])=[CH:26][CH:27]=3)[O:19][C:20]=2[CH3:21])[CH:9]=1)(=[O:33])=[O:34])[CH3:37]. The yield is 0.990. (2) The reactants are [Cl:1][C:2]1[CH:7]=[CH:6][CH:5]=[CH:4][C:3]=1[S:8]([N:11]1[C:19]2[C:14](=[CH:15][CH:16]=[CH:17][CH:18]=2)[C:13](/[CH:20]=[C:21]2\[O:22][C:23]3[C:30]([CH2:31][N:32]4[CH2:37][CH2:36][N:35](C(OC(C)(C)C)=O)[CH2:34][CH2:33]4)=[C:29]([OH:45])[CH:28]=[CH:27][C:24]=3[C:25]\2=[O:26])=[CH:12]1)(=[O:10])=[O:9].FC(F)(F)C(O)=O. The catalyst is C(Cl)Cl. The product is [ClH:1].[ClH:1].[Cl:1][C:2]1[CH:7]=[CH:6][CH:5]=[CH:4][C:3]=1[S:8]([N:11]1[C:19]2[C:14](=[CH:15][CH:16]=[CH:17][CH:18]=2)[C:13](/[CH:20]=[C:21]2\[O:22][C:23]3[C:30]([CH2:31][N:32]4[CH2:33][CH2:34][NH:35][CH2:36][CH2:37]4)=[C:29]([OH:45])[CH:28]=[CH:27][C:24]=3[C:25]\2=[O:26])=[CH:12]1)(=[O:9])=[O:10]. The yield is 0.790.